From a dataset of Peptide-MHC class I binding affinity with 185,985 pairs from IEDB/IMGT. Regression. Given a peptide amino acid sequence and an MHC pseudo amino acid sequence, predict their binding affinity value. This is MHC class I binding data. (1) The peptide sequence is SVYLELDTI. The MHC is Patr-B2401 with pseudo-sequence Patr-B2401. The binding affinity (normalized) is 0.324. (2) The peptide sequence is EIYKRWII. The MHC is HLA-A02:02 with pseudo-sequence HLA-A02:02. The binding affinity (normalized) is 0. (3) The peptide sequence is VIGVGMGLY. The MHC is HLA-A02:01 with pseudo-sequence HLA-A02:01. The binding affinity (normalized) is 0.0847. (4) The peptide sequence is IPLTEEAEL. The MHC is HLA-A26:01 with pseudo-sequence HLA-A26:01. The binding affinity (normalized) is 0. (5) The peptide sequence is SFEPIPIHY. The MHC is HLA-A02:02 with pseudo-sequence HLA-A02:02. The binding affinity (normalized) is 0. (6) The peptide sequence is SDAALHNMI. The MHC is HLA-B45:01 with pseudo-sequence HLA-B45:01. The binding affinity (normalized) is 0.292. (7) The peptide sequence is LSYYVVYVF. The MHC is HLA-A32:01 with pseudo-sequence HLA-A32:01. The binding affinity (normalized) is 0.479. (8) The peptide sequence is VLFEVFVVF. The MHC is HLA-A32:01 with pseudo-sequence HLA-A32:01. The binding affinity (normalized) is 0.810.